Dataset: Reaction yield outcomes from USPTO patents with 853,638 reactions. Task: Predict the reaction yield, written as a fraction of the theoretical maximum amount of product (1.0 means a 100% yield; for example, 0.34 means a 34% yield). (1) The reactants are [C:1]([O:4][C:5]1[C:12]([C:13]([CH3:16])([CH3:15])[CH3:14])=[CH:11][C:8]([CH:9]=O)=[CH:7][C:6]=1[C:17]([CH3:20])([CH3:19])[CH3:18])(=[O:3])[CH3:2].C1C=CC=CC=1.[C:27]([NH:31][OH:32])([CH3:30])([CH3:29])[CH3:28]. The catalyst is C(OCC)(=O)C. The product is [C:1]([O:4][C:5]1[C:12]([C:13]([CH3:16])([CH3:15])[CH3:14])=[CH:11][C:8]([CH:9]=[N+:31]([C:27]([CH3:30])([CH3:29])[CH3:28])[O-:32])=[CH:7][C:6]=1[C:17]([CH3:20])([CH3:19])[CH3:18])(=[O:3])[CH3:2]. The yield is 0.744. (2) The reactants are [H-].[Na+].P(=O)([O-])O[C:5](CC)([CH2:8][CH3:9])[C:6]#[N:7].O.[CH3:15][CH2:16][O:17][C:18]([CH3:20])=O.[CH2:21]1[CH2:25]O[CH2:23][CH2:22]1. No catalyst specified. The product is [O:17]1[C:18]2[CH:20]=[CH:23][C:22]([C:8]([CH3:9])=[CH:5][C:6]#[N:7])=[CH:21][C:25]=2[CH2:15][CH2:16]1. The yield is 0.690. (3) The reactants are [C:1]([CH2:3][NH:4][C:5]([NH:7][CH2:8][CH3:9])=[O:6])#[N:2].CC(C)([O-])C.[K+].[CH3:16][O:17][C:18]1[CH:19]=[C:20]([CH:23]=[CH:24][C:25]=1[O:26][CH2:27][C:28]1[CH:33]=[CH:32][C:31]([O:34][CH3:35])=[CH:30][CH:29]=1)[CH:21]=O.[Cl-].[NH4+]. The catalyst is C(O)C.O. The product is [CH2:8]([N:7]1[C:1](=[NH:2])/[C:3](=[CH:21]/[C:20]2[CH:23]=[CH:24][C:25]([O:26][CH2:27][C:28]3[CH:33]=[CH:32][C:31]([O:34][CH3:35])=[CH:30][CH:29]=3)=[C:18]([O:17][CH3:16])[CH:19]=2)/[NH:4][C:5]1=[O:6])[CH3:9]. The yield is 0.600. (4) The reactants are C(O[C:6](=O)[NH:7][CH2:8][C:9]([N:11]1[CH2:15][CH2:14][CH2:13][CH:12]1[C:16]#[N:17])=[O:10])(C)(C)C.FC(F)(F)C(O)=O.C(N(CC)CC)C.[CH3:33][N:34]([CH3:47])[C:35](=[O:46])[O:36][CH:37]1[CH2:44][CH:43]2[CH:39]([CH2:40]C(=O)[CH2:42]2)[CH2:38]1.C(O[BH-](OC(=O)C)OC(=O)C)(=O)C.[Na+]. The catalyst is ClCCl. The product is [CH3:47][N:34]([CH3:33])[C:35](=[O:46])[O:36][CH:37]1[CH2:44][CH:43]2[CH:39]([CH2:40][CH:6]([NH:7][CH2:8][C:9]([N:11]3[CH2:15][CH2:14][CH2:13][CH:12]3[C:16]#[N:17])=[O:10])[CH2:42]2)[CH2:38]1. The yield is 0.520.